Dataset: Catalyst prediction with 721,799 reactions and 888 catalyst types from USPTO. Task: Predict which catalyst facilitates the given reaction. Reactant: [CH:1]1[C:10]2[C:5](=[CH:6][CH:7]=[CH:8][CH:9]=2)[CH:4]=[CH:3][C:2]=1[C:11]1[CH:18]=[C:15]([CH:16]=O)[C:14]([OH:19])=[CH:13][CH:12]=1.[NH2:20][C:21]1[CH:26]=[CH:25][CH:24]=[CH:23][C:22]=1[SH:27]. The catalyst class is: 12. Product: [S:27]1[C:22]2[CH:23]=[CH:24][CH:25]=[CH:26][C:21]=2[N:20]=[C:16]1[C:15]1[CH:18]=[C:11]([C:2]2[CH:3]=[CH:4][C:5]3[C:10](=[CH:9][CH:8]=[CH:7][CH:6]=3)[CH:1]=2)[CH:12]=[CH:13][C:14]=1[OH:19].